The task is: Predict the product of the given reaction.. This data is from Forward reaction prediction with 1.9M reactions from USPTO patents (1976-2016). (1) Given the reactants [CH3:1][C:2]([C:4]1[CH:9]=[CH:8][C:7]([O:10][CH3:11])=[CH:6][CH:5]=1)=[O:3].[CH3:12][Mg]Cl.O, predict the reaction product. The product is: [CH3:11][O:10][C:7]1[CH:8]=[CH:9][C:4]([C:2]([OH:3])([CH3:12])[CH3:1])=[CH:5][CH:6]=1. (2) Given the reactants [OH:1][C:2]1[CH:11]=[CH:10][C:5]([C:6]([O:8][CH3:9])=[O:7])=[CH:4][C:3]=1[C:12]([NH:14][CH:15]1[CH2:20][CH2:19][CH2:18][CH:17]([C:21]([O:23][CH3:24])=[O:22])[CH2:16]1)=[O:13].[C:25]1([O:31][CH2:32][CH2:33][CH2:34]/[CH:35]=[CH:36]\[C:37]2[CH:42]=[CH:41][C:40]([CH2:43][CH2:44][CH2:45]Br)=[CH:39][CH:38]=2)[CH:30]=[CH:29][CH:28]=[CH:27][CH:26]=1, predict the reaction product. The product is: [CH3:24][O:23][C:21]([CH:17]1[CH2:18][CH2:19][CH2:20][CH:15]([NH:14][C:12]([C:3]2[CH:4]=[C:5]([CH:10]=[CH:11][C:2]=2[O:1][CH2:45][CH2:44][CH2:43][C:40]2[CH:41]=[CH:42][C:37](/[CH:36]=[CH:35]\[CH2:34][CH2:33][CH2:32][O:31][C:25]3[CH:26]=[CH:27][CH:28]=[CH:29][CH:30]=3)=[CH:38][CH:39]=2)[C:6]([O:8][CH3:9])=[O:7])=[O:13])[CH2:16]1)=[O:22]. (3) Given the reactants CS(O)(=O)=O.[CH3:6][C@H:7]1[CH2:12][NH:11][C@H:10]([CH3:13])[CH2:9][NH:8]1.C([O-])(=O)C.[K+].Cl[C:20]([O:22][CH2:23][CH3:24])=[O:21], predict the reaction product. The product is: [CH2:23]([O:22][C:20]([N:8]1[CH2:9][C@@H:10]([CH3:13])[NH:11][CH2:12][C@@H:7]1[CH3:6])=[O:21])[CH3:24]. (4) Given the reactants [CH3:12][CH2:11][O:10][C:8](/N=N/[C:8]([O:10][CH2:11][CH3:12])=O)=O.[CH3:13][O:14][C:15]1[CH:20]=[C:19]([N+:21]([O-:23])=[O:22])[CH:18]=[CH:17][C:16]=1[OH:24].O1C[C@@H]1CO.C1C=CC(P(C2C=CC=CC=2)C2C=CC=CC=2)=CC=1, predict the reaction product. The product is: [CH3:13][O:14][C:15]1[CH:20]=[C:19]([N+:21]([O-:23])=[O:22])[CH:18]=[CH:17][C:16]=1[O:24][CH2:12][C@H:11]1[CH2:8][O:10]1. (5) Given the reactants [Br:1][C:2]1[CH:7]=[CH:6][CH:5]=[C:4](Br)[C:3]=1[Cl:9].C([Li])CCC.[CH3:15][S:16]SC.O, predict the reaction product. The product is: [Br:1][C:2]1[CH:7]=[CH:6][CH:5]=[C:4]([S:16][CH3:15])[C:3]=1[Cl:9].